This data is from Experimentally validated miRNA-target interactions with 360,000+ pairs, plus equal number of negative samples. The task is: Binary Classification. Given a miRNA mature sequence and a target amino acid sequence, predict their likelihood of interaction. (1) The miRNA is hsa-miR-377-5p with sequence AGAGGUUGCCCUUGGUGAAUUC. The protein sequence of the target gene is MSEVEAAAGATAVPAATVPATAAGVVAVVVPVPAGEPQKGGGAGGGGGAASGPAAGTPSAPGSRTPGNPATAVSGTPAPPARSQADKPVLAIQVLGTVKWFNVRNGYGFINRNDTKEDVFVHQTAIKRNNPRKFLRSVGDGETVEFDVVEGEKGAEATNVTGPGGVPVKGSRYAPNRRKSRRFIPRPPSVAPPPMVAEIPSAGTGPGSKGERAEDSGQRPRRWCPPPFFYRRRFVRGPRPPNQQQPIEGTDRVEPKETAPLEGHQQQGDERVPPPRFRPRYRRPFRPRPRQQPTTEGGDG.... Result: 0 (no interaction). (2) The miRNA is mmu-miR-362-5p with sequence AAUCCUUGGAACCUAGGUGUGAAU. The protein sequence of the target gene is MNVSDGGRRRFEDNEHTLRIYPGTISEGTIYCPIPARKNSTAAEVIDSLINRLHLDKTKCYVLAEVKEFGGEEWILNPTDCPVQRMMLWPRMALENRLSGEDYRFLLREKNLDGSIHYGSLQSWLRVTEERRRMMERGFLPQPQQKDFDDLCSLPDLNEKTLLENLRNRFKHEKIYTYVGSILIAINPFKFLPIYNPKYVKMYDNHQLGKLEPHIYAVADVAYHAMLQRKKNQCIVISGESGSGKTQSTNFLIHHLTALSQKGFASGVEQIILGAGPVLEAFGNAKTAHNNNSSRFGKFI.... Result: 1 (interaction). (3) The miRNA is hsa-miR-3650 with sequence AGGUGUGUCUGUAGAGUCC. The protein sequence of the target gene is MAQHDFVPAWLNFSTPQSAKSPTATFEKHGEHLPRGEGRFGVSRRRHNSSDGFFNNGPLRTAGDSWHQPSLFRHDSVDSGVSKGAYAGITGNPSGWHSSSRGHDGMSQRSGGGTGNHRHWNGSFHSRKGCAFQEKPPMEIREEKKEDKVEKLQFEEEDFPSLNPEAGKQHQPCRPIGTPSGVWENPPSAKQPSKMLVIKKVSKEDPAAAFSAAFTSPGSHHANGNKLSSVVPSVYKNLVPKPVPPPSKPNAWKANRMEHKSGSLSSSRESAFTSPISVTKPVVLASGAALSSPKESPSST.... Result: 1 (interaction). (4) The miRNA is hsa-miR-3202 with sequence UGGAAGGGAGAAGAGCUUUAAU. Result: 0 (no interaction). The protein sequence of the target gene is MAEARKRRELLPLIYHHLLQAGYVRAAREVKEQSGQKSFLTQPVTLLDIYTHWQQTSELGQKQKAEDDETLQAKKSRVSDPVSSSESSDQEKEEEAATERAKATPRPTPVNSATAALPSKVKEKGKTKTANKTVNSVSHPGSGKTVVHLLSGKSPKKSAEPLANTVLASETEEEGNAQALGPTAKSGTVSAGQGSSSSEDSSISSDETDVEVKSPAKPAQAKASAAPAKDPPARTAPGPTKLGNVAPTPAKPARAAAAAAAAAVAAAAAAAAEESESSEEDSDSEDEAPAGLPSQVKASG.... (5) The miRNA is hsa-miR-4524a-5p with sequence AUAGCAGCAUGAACCUGUCUCA. The protein sequence of the target gene is MFQAAERPQEWAMEGPRDGLKKERLLDDRHDSGLDSMKDEEYEQMVKELQEIRLEPQEVPRGSEPWKQQLTEDGDSFLHLAIIHEEKALTMEVIRQVKGDLAFLNFQNNLQQTPLHLAVITNQPEIAEALLGAGCDPELRDFRGNTPLHLACEQGCLASVGVLTQSCTTPHLHSILKATNYNGHTCLHLASIHGYLGIVELLVSLGADVNAQEPCNGRTALHLAVDLQNPDLVSLLLKCGADVNRVTYQGYSPYQLTWGRPSTRIQQQLGQLTLENLQMLPESEDEESYDTESEFTEFTE.... Result: 0 (no interaction). (6) The miRNA is hsa-miR-564 with sequence AGGCACGGUGUCAGCAGGC. Result: 0 (no interaction). The protein sequence of the target gene is MACSLKDELLCSICLSIYQDPVSLGCEHYFCRRCITEHWVRQEAQGARDCPECRRTFAEPALAPSLKLANIVERYSAFPLDAILNARRAARPCQAHDKVKLFCLTDRALLCFFCDEPALHEQHQVTGIDDAFEELQRELKEQLQALQDSEREHTEALQLLKRQLAETKSSTKSLRTTIGEAFERLHRLLRERQKAMLEELEADTARTLTDIEQKVQRYSQQLRKVQEGAQILQERLAETDRHTFLAGVASLSERLKGKIHETNLTYEDFPTSKYTGPLQYTIWKSLFQDIHPVPAALTMD.... (7) The miRNA is mmu-miR-107-3p with sequence AGCAGCAUUGUACAGGGCUAUCA. The protein sequence of the target gene is MALVTVSRSPPGSGASTPVGPWDQAVQRRSRLQRRQSFAVLRGAVLGLQDGGDNDDAAEASSEPTEKAPSEEELHGDQTDFGQGSQSPQKQEEQRQHLHLMVQLLRPQDDIRLAAQLEAPRPPRLRYLLVVSTREGEGLSQDETVLLGVDFPDSSSPSCTLGLVLPLWSDTQVYLDGDGGFSVTSGGQSRIFKPISIQTMWATLQVLHQACEAALGSGLVPGGSALTWASHYQERLNSEQSCLNEWTAMADLESLRPPSAEPGGSSEQEQMEQAIRAELWKVLDVSDLESVTSKEIRQAL.... Result: 0 (no interaction).